From a dataset of Retrosynthesis with 50K atom-mapped reactions and 10 reaction types from USPTO. Predict the reactants needed to synthesize the given product. (1) Given the product Fc1ccc(-c2ccc3ccccc3n2)c(F)c1, predict the reactants needed to synthesize it. The reactants are: Clc1ccc2ccccc2n1.OB(O)c1ccc(F)cc1F. (2) Given the product Cc1c(N)c(F)c2oc(C3CC3)nc2c1C#N, predict the reactants needed to synthesize it. The reactants are: Cc1c(NC(=O)OC(C)(C)C)c(F)c2oc(C3CC3)nc2c1C#N. (3) Given the product CCNC(=O)c1ccc(-n2cc(C(=O)NCCOC)nn2)c(OCCCc2ccccc2)c1, predict the reactants needed to synthesize it. The reactants are: CCNC(=O)c1ccc(-n2cc(C(=O)O)nn2)c(OCCCc2ccccc2)c1.COCCN. (4) Given the product CC(=O)c1cc(C)c(Oc2nc(Nc3ccc(C#N)cc3)nc3ccn(Cc4ccccc4)c23)c(C)c1, predict the reactants needed to synthesize it. The reactants are: CC(=O)c1cc(C)c(Oc2nc(Cl)nc3ccn(Cc4ccccc4)c23)c(C)c1.N#Cc1ccc(N)cc1. (5) Given the product CCOC(=O)CCCn1cc(C(=O)c2cccc(CC(c3ccc(CC(C)C)cc3)c3ccc(CC(C)C)cc3)c2)c2ccccc21, predict the reactants needed to synthesize it. The reactants are: CC(C)Cc1ccc(C(Cc2cccc(C(=O)c3c[nH]c4ccccc34)c2)c2ccc(CC(C)C)cc2)cc1.CCOC(=O)CCCBr. (6) Given the product CC(C)n1ccnc1-c1cn2c(n1)-c1ccc(Br)cc1OCC2, predict the reactants needed to synthesize it. The reactants are: Brc1ccc2c(c1)OCCn1cc(-c3ncc[nH]3)nc1-2.CC(C)I. (7) Given the product CNCc1cccc2c1C(=O)N(C1CCC(=O)NC1=O)C2=O, predict the reactants needed to synthesize it. The reactants are: CN(Cc1cccc2c1C(=O)N(C1CCC(=O)NC1=O)C2=O)C(=O)OC(C)(C)C. (8) Given the product CCOC(=O)/C(=C(\COC(=O)OCCCC(CO[N+](=O)[O-])O[N+](=O)[O-])c1ccc(S(C)(=O)=O)cc1)c1ccccc1, predict the reactants needed to synthesize it. The reactants are: CCI.CS(=O)(=O)c1ccc(/C(COC(=O)OCCCC(CO[N+](=O)[O-])O[N+](=O)[O-])=C(/C(=O)O)c2ccccc2)cc1. (9) Given the product CN(CC(=O)N1CCN(C(=O)c2ccccc2C(F)(F)F)CC1)C(=O)c1ccc(-c2ccccc2)cc1, predict the reactants needed to synthesize it. The reactants are: CN(CC(=O)O)C(=O)c1ccc(-c2ccccc2)cc1.O=C(c1ccccc1C(F)(F)F)N1CCNCC1. (10) Given the product CCn1cnc(/C=C/c2cn(-c3ccccc3)nc2OCc2ccc(OCc3nc(-c4ccc(CC(=O)O)cc4)oc3C)c(OC)c2)c1, predict the reactants needed to synthesize it. The reactants are: CCOC(=O)Cc1ccc(-c2nc(COc3ccc(COc4nn(-c5ccccc5)cc4/C=C/c4cn(CC)cn4)cc3OC)c(C)o2)cc1.